This data is from Forward reaction prediction with 1.9M reactions from USPTO patents (1976-2016). The task is: Predict the product of the given reaction. (1) The product is: [CH3:1][S:2]([O:6][CH:7]1[CH2:8][CH2:9][CH:10]([C:13]([O:15][C:16]([CH3:19])([CH3:18])[CH3:17])=[O:14])[CH2:11][CH2:12]1)(=[O:4])=[O:3]. Given the reactants [CH3:1][S:2](Cl)(=[O:4])=[O:3].[OH:6][CH:7]1[CH2:12][CH2:11][CH:10]([C:13]([O:15][C:16]([CH3:19])([CH3:18])[CH3:17])=[O:14])[CH2:9][CH2:8]1.C(N(CC)CC)C.C(=O)(O)[O-].[Na+], predict the reaction product. (2) Given the reactants C(N(CC)C(C)C)(C)C.[CH3:10][C:11]1[CH:20]=[CH:19][C:18]2[C:13](=[CH:14][CH:15]=[C:16]([F:27])[C:17]=2[N:21]2[CH2:26][CH2:25][NH:24][CH2:23][CH2:22]2)[N:12]=1.CS(O[CH2:33][CH2:34][C:35]1[CH:40]=[CH:39][CH:38]=[C:37]([N+:41]([O-:43])=[O:42])[CH:36]=1)(=O)=O, predict the reaction product. The product is: [F:27][C:16]1[C:17]([N:21]2[CH2:26][CH2:25][N:24]([CH2:33][CH2:34][C:35]3[CH:40]=[CH:39][CH:38]=[C:37]([N+:41]([O-:43])=[O:42])[CH:36]=3)[CH2:23][CH2:22]2)=[C:18]2[C:13](=[CH:14][CH:15]=1)[N:12]=[C:11]([CH3:10])[CH:20]=[CH:19]2. (3) Given the reactants [CH3:1][CH2:2][CH2:3][C@H:4]([NH:10][C@H:11]([C:13]([OH:15])=[O:14])[CH3:12])[C:5]([O:7][CH2:8][CH3:9])=[O:6].[C:16](N1C=CN=C1)(N1C=CN=C1)=[O:17], predict the reaction product. The product is: [CH3:12][C@H:11]1[C:13](=[O:15])[O:14][C:16](=[O:17])[N:10]1[C@@H:4]([CH2:3][CH2:2][CH3:1])[C:5]([O:7][CH2:8][CH3:9])=[O:6]. (4) Given the reactants [Cl:1][C:2]1[CH:3]=[C:4]([CH:8]([OH:11])[CH:9]=[CH2:10])[CH:5]=[CH:6][CH:7]=1.[Si:12](Cl)([C:15]([CH3:18])([CH3:17])[CH3:16])([CH3:14])[CH3:13].N1C=CN=C1, predict the reaction product. The product is: [C:15]([Si:12]([O:11][CH:8]([C:4]1[CH:5]=[CH:6][CH:7]=[C:2]([Cl:1])[CH:3]=1)[CH:9]=[CH2:10])([CH3:14])[CH3:13])([CH3:18])([CH3:17])[CH3:16].